Dataset: Catalyst prediction with 721,799 reactions and 888 catalyst types from USPTO. Task: Predict which catalyst facilitates the given reaction. Reactant: [CH3:1][O:2][C:3]([C:5]1[C:10]([OH:11])=[CH:9][CH:8]=[CH:7][N:6]=1)=[O:4].[H-].[Na+].FC(F)(F)S(O[CH2:20][C:21]([F:24])([F:23])[F:22])(=O)=O. Product: [CH3:1][O:2][C:3]([C:5]1[C:10]([O:11][CH2:20][C:21]([F:24])([F:23])[F:22])=[CH:9][CH:8]=[CH:7][N:6]=1)=[O:4]. The catalyst class is: 9.